Dataset: Reaction yield outcomes from USPTO patents with 853,638 reactions. Task: Predict the reaction yield, written as a fraction of the theoretical maximum amount of product (1.0 means a 100% yield; for example, 0.34 means a 34% yield). (1) The reactants are [C:1]([C:7]([O:9][CH3:10])=[O:8])#[C:2][C:3]([O:5][CH3:6])=[O:4].[CH2:11]([Mg]Cl)[C:12]1[CH:17]=[CH:16][CH:15]=[CH:14][CH:13]=1.[CH3:20]I. No catalyst specified. The product is [CH3:6][O:5][C:3](=[O:4])/[C:2](/[CH2:11][C:12]1[CH:17]=[CH:16][CH:15]=[CH:14][CH:13]=1)=[C:1](/[CH3:20])\[C:7]([O:9][CH3:10])=[O:8]. The yield is 0.240. (2) The yield is 0.0590. The reactants are Cl[C:2]1[N:7]=[C:6]([NH:8][C:9]2[CH:10]=[C:11]([CH:17]=[CH:18][C:19]=2[CH3:20])[C:12]([NH:14][O:15][CH3:16])=[O:13])[C:5]([F:21])=[CH:4][C:3]=1[C:22]#[N:23].[CH3:24][NH:25][CH2:26][C:27]([CH3:30])([CH3:29])[CH3:28].C(N(C(C)C)CC)(C)C.[F-].[K+]. The catalyst is CS(C)=O. The product is [C:22]([C:3]1[CH:4]=[C:5]([F:21])[C:6]([NH:8][C:9]2[CH:10]=[C:11]([CH:17]=[CH:18][C:19]=2[CH3:20])[C:12]([NH:14][O:15][CH3:16])=[O:13])=[N:7][C:2]=1[N:25]([CH2:26][C:27]([CH3:30])([CH3:29])[CH3:28])[CH3:24])#[N:23]. (3) The yield is 0.800. The reactants are Br[C:2]([CH3:13])([C:8]([O:10][CH2:11][CH3:12])=[O:9])[C:3]([O:5][CH2:6][CH3:7])=[O:4].[F-].[K+].[N+:16]([C:19]1[CH:20]=[C:21]([OH:25])[CH:22]=[CH:23][CH:24]=1)([O-:18])=[O:17]. The product is [CH3:13][C:2]([O:25][C:21]1[CH:22]=[CH:23][CH:24]=[C:19]([N+:16]([O-:18])=[O:17])[CH:20]=1)([C:8]([O:10][CH2:11][CH3:12])=[O:9])[C:3]([O:5][CH2:6][CH3:7])=[O:4]. The catalyst is CN(C=O)C.O. (4) The reactants are [Cl:1][C:2]1[CH:3]=[C:4]([O:24][CH3:25])[C:5]([O:22][CH3:23])=[C:6]([CH:8]([NH:10][C:11]2[CH:16]=[C:15](F)[CH:14]=[CH:13][C:12]=2[S:18]([CH3:21])(=[O:20])=[O:19])[CH3:9])[CH:7]=1.[NH:26]1[CH2:31][CH2:30][NH:29][CH2:28][CH2:27]1.C(N(CC)C(C)C)(C)C. The catalyst is C(#N)C. The product is [Cl:1][C:2]1[CH:3]=[C:4]([O:24][CH3:25])[C:5]([O:22][CH3:23])=[C:6]([CH:8]([NH:10][C:11]2[CH:16]=[C:15]([N:26]3[CH2:31][CH2:30][NH:29][CH2:28][CH2:27]3)[CH:14]=[CH:13][C:12]=2[S:18]([CH3:21])(=[O:20])=[O:19])[CH3:9])[CH:7]=1. The yield is 0.0300. (5) The reactants are Br[C:2]1[CH:7]=[CH:6][C:5]([CH2:8][C:9]([C:11]2[CH:16]=[CH:15][C:14]([OH:17])=[CH:13][C:12]=2[OH:18])=[O:10])=[CH:4][CH:3]=1.[C:19]([Cu])#[N:20].O.CCOC(C)=O. The catalyst is CN(C=O)C. The product is [OH:18][C:12]1[CH:13]=[C:14]([OH:17])[CH:15]=[CH:16][C:11]=1[C:9](=[O:10])[CH2:8][C:5]1[CH:6]=[CH:7][C:2]([C:19]#[N:20])=[CH:3][CH:4]=1. The yield is 0.366. (6) The reactants are [CH3:1][C:2]1[N:6]=[C:5]([CH2:7][CH:8]2[CH2:13][CH2:12][CH:11]([C:14]3[S:15][C:16]([C:19]4[CH:25]=[CH:24][C:22]([NH2:23])=[CH:21][CH:20]=4)=[CH:17][N:18]=3)[CH2:10][CH2:9]2)[O:4][N:3]=1.[Cl:26][C:27]1[CH:35]=[CH:34][CH:33]=[CH:32][C:28]=1[C:29](Cl)=[O:30]. No catalyst specified. The product is [Cl:26][C:27]1[CH:35]=[CH:34][CH:33]=[CH:32][C:28]=1[C:29]([NH:23][C:22]1[CH:21]=[CH:20][C:19]([C:16]2[S:15][C:14]([CH:11]3[CH2:12][CH2:13][CH:8]([CH2:7][C:5]4[O:4][N:3]=[C:2]([CH3:1])[N:6]=4)[CH2:9][CH2:10]3)=[N:18][CH:17]=2)=[CH:25][CH:24]=1)=[O:30]. The yield is 0.580. (7) The reactants are [CH3:1][C:2]1[CH:11]=[CH:10][C:9]2[C:4](=[CH:5][CH:6]=[CH:7][C:8]=2[N:12]2[CH2:17][CH2:16][N:15]([CH2:18][CH2:19][C:20]3[CH:21]=[C:22]([CH:24]=[CH:25][CH:26]=3)[NH2:23])[CH2:14][CH2:13]2)[N:3]=1.[CH2:27]([S:30](Cl)(=[O:32])=[O:31])[CH2:28][CH3:29]. No catalyst specified. The product is [CH3:1][C:2]1[CH:11]=[CH:10][C:9]2[C:4](=[CH:5][CH:6]=[CH:7][C:8]=2[N:12]2[CH2:13][CH2:14][N:15]([CH2:18][CH2:19][C:20]3[CH:21]=[C:22]([NH:23][S:30]([CH2:27][CH2:28][CH3:29])(=[O:32])=[O:31])[CH:24]=[CH:25][CH:26]=3)[CH2:16][CH2:17]2)[N:3]=1. The yield is 0.620. (8) The reactants are [C:1]([OH:9])(=[O:8])[C:2]1[CH:7]=[CH:6]C=[CH:4][CH:3]=1.Cl.[C:11]1([OH:17])C=CC=CC=1.I[C:19]1C=C(C)C=CC=1.[CH3:26][OH:27]. The catalyst is N1C(C)=CC(C)=CC=1C. The product is [OH:27][C:26]1[CH:6]=[CH:7][C:2]([C:1]([O:9][CH3:19])=[O:8])=[CH:3][C:4]=1[O:17][CH3:11]. The yield is 1.00. (9) The reactants are [CH3:1][N:2]([CH3:39])[C:3](=[O:38])[CH2:4][O:5][C:6]1[CH:7]=[C:8]([N:12]2[C:16]3[N:17]=[C:18]([C:22]4[CH:27]=[CH:26][C:25]([O:28][CH3:29])=[C:24]([F:30])[CH:23]=4)[N:19]=[C:20]([CH3:21])[C:15]=3[C:14]([S:31][CH2:32]CC(OC)=O)=[CH:13]2)[CH:9]=[CH:10][CH:11]=1.CC([O-])(C)C.[K+].C([O-])([O-])=O.[K+].[K+].CI. The catalyst is C1COCC1.O. The product is [F:30][C:24]1[CH:23]=[C:22]([C:18]2[N:19]=[C:20]([CH3:21])[C:15]3[C:14]([S:31][CH3:32])=[CH:13][N:12]([C:8]4[CH:7]=[C:6]([CH:11]=[CH:10][CH:9]=4)[O:5][CH2:4][C:3]([N:2]([CH3:1])[CH3:39])=[O:38])[C:16]=3[N:17]=2)[CH:27]=[CH:26][C:25]=1[O:28][CH3:29]. The yield is 0.580.